Dataset: Forward reaction prediction with 1.9M reactions from USPTO patents (1976-2016). Task: Predict the product of the given reaction. (1) Given the reactants [Br:1][C:2]1[CH:7]=[CH:6][C:5]([C@H:8]2[CH2:13][CH2:12][N:11](C([C@@]34C(C)(C)[C@@](C)(CC3)C(=O)O4)=O)[CH2:10][C@@H:9]2[O:27][CH2:28][C:29]2[CH:38]=[CH:37][C:36]3[C:31](=[CH:32][CH:33]=[CH:34][CH:35]=3)[CH:30]=2)=[CH:4][CH:3]=1.CNC(NCCC[C@H](N)C(O)=O)=NC.C(O)(=O)C, predict the reaction product. The product is: [Br:1][C:2]1[CH:7]=[CH:6][C:5]([C@H:8]2[CH2:13][CH2:12][NH:11][CH2:10][C@@H:9]2[O:27][CH2:28][C:29]2[CH:38]=[CH:37][C:36]3[C:31](=[CH:32][CH:33]=[CH:34][CH:35]=3)[CH:30]=2)=[CH:4][CH:3]=1. (2) Given the reactants I[C:2]1[CH:7]=[CH:6][N:5]([CH2:8][CH2:9][C@@:10]([CH3:25])([S:21]([CH3:24])(=[O:23])=[O:22])[C:11]([NH:13][O:14][C@@H]2CCCCO2)=[O:12])[C:4](=[O:26])[CH:3]=1.CC1(C)C(C)(C)OB([C:35]2[CH:55]=[CH:54][C:38]([O:39][CH2:40][C@H:41]3[CH2:46][CH2:45][C@H:44]([O:47]C4CCCCO4)[CH2:43][CH2:42]3)=[CH:37][CH:36]=2)O1.C(N)(=O)CCC, predict the reaction product. The product is: [OH:14][NH:13][C:11](=[O:12])[C@:10]([CH3:25])([S:21]([CH3:24])(=[O:22])=[O:23])[CH2:9][CH2:8][N:5]1[CH:6]=[CH:7][C:2]([C:35]2[CH:36]=[CH:37][C:38]([O:39][CH2:40][C@H:41]3[CH2:46][CH2:45][C@H:44]([OH:47])[CH2:43][CH2:42]3)=[CH:54][CH:55]=2)=[CH:3][C:4]1=[O:26]. (3) The product is: [CH3:14][N:13]1[C:8]2[C:9](=[N:10][C:5]([NH2:4])=[CH:6][CH:7]=2)[CH:11]=[CH:12]1. Given the reactants CN(C)/C=[N:4]/[C:5]1[N:10]=[C:9]2[CH:11]=[CH:12][N:13]([CH3:14])[C:8]2=[CH:7][CH:6]=1.[OH-].[Na+], predict the reaction product. (4) Given the reactants C([Mg]Br)(C)C.[OH:6][C@@H:7]1[CH2:12][CH2:11][C@H:10]([NH:13][CH2:14][CH2:15][C:16]2([C:29](OCC)=[O:30])[CH2:21][CH2:20][CH2:19][N:18]([C:22]([O:24][C:25]([CH3:28])([CH3:27])[CH3:26])=[O:23])[CH2:17]2)[CH2:9][CH2:8]1, predict the reaction product. The product is: [OH:6][C@@H:7]1[CH2:12][CH2:11][C@H:10]([N:13]2[CH2:14][CH2:15][C:16]3([CH2:21][CH2:20][CH2:19][N:18]([C:22]([O:24][C:25]([CH3:27])([CH3:26])[CH3:28])=[O:23])[CH2:17]3)[C:29]2=[O:30])[CH2:9][CH2:8]1. (5) Given the reactants Cl.[Cl:2][C:3]1[CH:4]=[C:5]([N:9]2[C:13]([CH2:14][NH2:15])=[CH:12][C:11]([C:16]([F:19])([F:18])[F:17])=[N:10]2)[CH:6]=[CH:7][CH:8]=1.[F:20][C:21]1[CH:22]=[C:23]([NH:32][C:33](=O)[O:34]C2C=CC=CC=2)[CH:24]=[CH:25][C:26]=1[C:27]1([OH:31])[CH2:30][O:29][CH2:28]1, predict the reaction product. The product is: [Cl:2][C:3]1[CH:4]=[C:5]([N:9]2[C:13]([CH2:14][NH:15][C:33]([NH:32][C:23]3[CH:24]=[CH:25][C:26]([C:27]4([OH:31])[CH2:30][O:29][CH2:28]4)=[C:21]([F:20])[CH:22]=3)=[O:34])=[CH:12][C:11]([C:16]([F:17])([F:18])[F:19])=[N:10]2)[CH:6]=[CH:7][CH:8]=1. (6) Given the reactants F[C:2](F)(F)[C:3]([OH:5])=O.[CH2:8]([O:12][C:13]1[NH:14][C:15]([NH2:24])=[C:16]2[C:20]([N:21]=1)=[N:19][C:18]([O:22][CH3:23])=[N:17]2)[CH2:9][CH2:10][CH3:11].C([O-])([O-])=O.[K+].[K+].Br[CH2:32][CH2:33]CBr.Cl.O1[CH2:41][CH2:40][C@H:39]([NH2:42])C1.[OH-].[Na+].C(N(CC)CC)C, predict the reaction product. The product is: [CH2:8]([O:12][C:13]1[N:21]=[C:20]2[C:16]([NH:17][CH:18]([O:22][CH3:23])[N:19]2[CH2:41][CH2:40][CH2:39][NH:42][C@H:3]2[CH2:2][CH2:33][CH2:32][O:5]2)=[C:15]([NH2:24])[N:14]=1)[CH2:9][CH2:10][CH3:11]. (7) Given the reactants [Cl:1][C:2]1[C:3]([C:17]2[CH:22]=[CH:21][N:20]=[C:19]3[NH:23][C:24]([CH:26]4[CH2:31][CH2:30][N:29](C(OC(C)(C)C)=O)[CH2:28][CH2:27]4)=[CH:25][C:18]=23)=[CH:4][C:5]([NH:8][CH2:9][C:10]2[CH:15]=[CH:14][CH:13]=[C:12]([F:16])[CH:11]=2)=[N:6][CH:7]=1, predict the reaction product. The product is: [Cl:1][C:2]1[C:3]([C:17]2[CH:22]=[CH:21][N:20]=[C:19]3[NH:23][C:24]([CH:26]4[CH2:27][CH2:28][NH:29][CH2:30][CH2:31]4)=[CH:25][C:18]=23)=[CH:4][C:5]([NH:8][CH2:9][C:10]2[CH:15]=[CH:14][CH:13]=[C:12]([F:16])[CH:11]=2)=[N:6][CH:7]=1. (8) Given the reactants [CH2:1]([N:3]([CH2:15][CH3:16])[CH2:4][CH2:5][CH2:6][O:7][C:8]1[CH:13]=[CH:12][C:11]([NH2:14])=[CH:10][CH:9]=1)[CH3:2].[F:17][C:18]1[CH:26]=[C:25]2[C:21]([C:22](=[CH:28]O)[C:23](=[O:27])[NH:24]2)=[CH:20][CH:19]=1, predict the reaction product. The product is: [CH2:15]([N:3]([CH2:1][CH3:2])[CH2:4][CH2:5][CH2:6][O:7][C:8]1[CH:9]=[CH:10][C:11]([NH:14][CH:28]=[C:22]2[C:21]3[C:25](=[CH:26][C:18]([F:17])=[CH:19][CH:20]=3)[NH:24][C:23]2=[O:27])=[CH:12][CH:13]=1)[CH3:16].